Predict the reactants needed to synthesize the given product. From a dataset of Full USPTO retrosynthesis dataset with 1.9M reactions from patents (1976-2016). The reactants are: [CH3:1][O:2][N:3]=[C:4]1[C:12]2[C:7](=[CH:8][N:9]=[CH:10][CH:11]=2)[O:6][CH2:5]1.ClC1C=CC=C(C(OO)=[O:21])C=1. Given the product [CH3:1][O:2][N:3]=[C:4]1[C:12]2[C:7](=[CH:8][N+:9]([O-:21])=[CH:10][CH:11]=2)[O:6][CH2:5]1, predict the reactants needed to synthesize it.